Dataset: Forward reaction prediction with 1.9M reactions from USPTO patents (1976-2016). Task: Predict the product of the given reaction. (1) Given the reactants [NH2:1][C:2]1[CH:3]=[CH:4][C:5]([Cl:17])=[C:6](/[CH:8]=[CH:9]/[C:10]([N:12]([CH2:15][CH3:16])[CH2:13][CH3:14])=[O:11])[CH:7]=1.[H][H], predict the reaction product. The product is: [NH2:1][C:2]1[CH:3]=[CH:4][C:5]([Cl:17])=[C:6]([CH2:8][CH2:9][C:10]([N:12]([CH2:13][CH3:14])[CH2:15][CH3:16])=[O:11])[CH:7]=1. (2) The product is: [CH2:38]([N:45]1[C:50]([CH3:51])=[CH:49][C:48]([O:52][CH2:53][C:54]2[CH:80]=[CH:79][CH:78]=[CH:77][C:55]=2[CH2:56][NH:57][C:18]([NH:17][C:15]2[N:14]([C:30]3[CH:35]=[CH:34][C:33]([F:36])=[CH:32][C:31]=3[F:37])[N:13]=[C:12]([C:8]([CH3:10])([CH3:9])[CH3:11])[CH:16]=2)=[O:19])=[C:47]([Br:81])[C:46]1=[O:82])[C:39]1[CH:44]=[CH:43][CH:42]=[CH:41][CH:40]=1. Given the reactants C(N(CC)CC)C.[C:8]([C:12]1[CH:16]=[C:15]([NH:17][C:18](=O)[O:19]C2C=CC([N+]([O-])=O)=CC=2)[N:14]([C:30]2[CH:35]=[CH:34][C:33]([F:36])=[CH:32][C:31]=2[F:37])[N:13]=1)([CH3:11])([CH3:10])[CH3:9].[CH2:38]([N:45]1[C:50]([CH3:51])=[CH:49][C:48]([O:52][CH2:53][C:54]2[CH:80]=[CH:79][CH:78]=[CH:77][C:55]=2[CH2:56][NH:57]C(NC2N(C3C=CC=C(F)C=3)N=C(C(C)(C)C)C=2)=O)=[C:47]([Br:81])[C:46]1=[O:82])[C:39]1[CH:44]=[CH:43][CH:42]=[CH:41][CH:40]=1, predict the reaction product. (3) Given the reactants [C:1]1([C:7]2[S:8][C:9]3[CH:15]=[C:14]([N+:16]([O-])=O)[CH:13]=[CH:12][C:10]=3[N:11]=2)[CH:6]=[CH:5][CH:4]=[CH:3][CH:2]=1.[Sn](Cl)Cl.N, predict the reaction product. The product is: [C:1]1([C:7]2[S:8][C:9]3[CH:15]=[C:14]([NH2:16])[CH:13]=[CH:12][C:10]=3[N:11]=2)[CH:2]=[CH:3][CH:4]=[CH:5][CH:6]=1. (4) Given the reactants C([O:3][C:4](=[O:36])[C:5]([O:8][C:9]1[CH:14]=[CH:13][CH:12]=[C:11]([O:15][CH2:16][CH2:17][C:18]2[N:19]=[C:20]([C:24]3[CH:25]=[C:26]([C:30]4[CH:35]=[CH:34][CH:33]=[CH:32][CH:31]=4)[CH:27]=[CH:28][CH:29]=3)[O:21][C:22]=2[CH3:23])[CH:10]=1)([CH3:7])[CH3:6])C.[OH-].[Na+], predict the reaction product. The product is: [C:26]1([C:30]2[CH:35]=[CH:34][CH:33]=[CH:32][CH:31]=2)[CH:27]=[CH:28][CH:29]=[C:24]([C:20]2[O:21][C:22]([CH3:23])=[C:18]([CH2:17][CH2:16][O:15][C:11]3[CH:10]=[C:9]([CH:14]=[CH:13][CH:12]=3)[O:8][C:5]([CH3:7])([CH3:6])[C:4]([OH:36])=[O:3])[N:19]=2)[CH:25]=1. (5) Given the reactants [Si:1]([O:8][C@H:9]1[CH2:14][CH2:13][C@@:12]([C@H:16]2[CH2:24][CH2:23][C@@:22]3([CH3:25])[C@@H:18]([CH2:19][CH2:20][C:21]3=[CH2:26])[C@@H:17]2[CH2:27][NH:28]C(=O)C(F)(F)F)([CH3:15])[C@@H:11]([CH2:35][O:36][Si:37]([C:40]([CH3:43])([CH3:42])[CH3:41])([CH3:39])[CH3:38])[CH2:10]1)([C:4]([CH3:7])([CH3:6])[CH3:5])([CH3:3])[CH3:2].C(=O)([O-])[O-].[K+].[K+], predict the reaction product. The product is: [Si:1]([O:8][C@H:9]1[CH2:14][CH2:13][C@@:12]([C@H:16]2[CH2:24][CH2:23][C@@:22]3([CH3:25])[C@@H:18]([CH2:19][CH2:20][C:21]3=[CH2:26])[C@@H:17]2[CH2:27][NH2:28])([CH3:15])[C@@H:11]([CH2:35][O:36][Si:37]([C:40]([CH3:43])([CH3:42])[CH3:41])([CH3:38])[CH3:39])[CH2:10]1)([C:4]([CH3:7])([CH3:6])[CH3:5])([CH3:3])[CH3:2]. (6) Given the reactants [H-].[Na+].[I:3][C:4]1[CH:5]=[C:6]([OH:10])[CH:7]=[CH:8][CH:9]=1.[CH2:11]([N:13]([CH2:17][CH3:18])[C:14](Cl)=[O:15])[CH3:12], predict the reaction product. The product is: [CH2:11]([N:13]([CH2:17][CH3:18])[C:14](=[O:15])[O:10][C:6]1[CH:7]=[CH:8][CH:9]=[C:4]([I:3])[CH:5]=1)[CH3:12]. (7) Given the reactants [CH3:1][N:2]1[CH2:30][CH2:29][C:5]2[N:6]([CH2:14][C:15]([C:22]3[CH:27]=[CH:26][C:25]([F:28])=[CH:24][CH:23]=3)=[CH:16][C:17]([O:19]CC)=[O:18])[C:7]3[CH:8]=[CH:9][C:10]([CH3:13])=[CH:11][C:12]=3[C:4]=2[CH2:3]1.[OH-].[K+].Cl, predict the reaction product. The product is: [CH3:1][N:2]1[CH2:30][CH2:29][C:5]2[N:6]([CH2:14]/[C:15](/[C:22]3[CH:23]=[CH:24][C:25]([F:28])=[CH:26][CH:27]=3)=[CH:16]/[C:17]([OH:19])=[O:18])[C:7]3[CH:8]=[CH:9][C:10]([CH3:13])=[CH:11][C:12]=3[C:4]=2[CH2:3]1. (8) Given the reactants [NH2:1][C:2]1[C:7]([N+:8]([O-:10])=[O:9])=[C:6]([N:11]2[CH2:16][CH2:15][N:14](CC(NC3SC=CN=3)=O)[CH2:13][CH2:12]2)[C:5]([Br:26])=[CH:4][N:3]=1.BrC1C(Cl)=C([N+]([O-])=O)C(N)=NC=1.[CH3:39][S:40](N1CCNCC1)(=[O:42])=[O:41], predict the reaction product. The product is: [Br:26][C:5]1[C:6]([N:11]2[CH2:12][CH2:13][N:14]([S:40]([CH3:39])(=[O:42])=[O:41])[CH2:15][CH2:16]2)=[C:7]([N+:8]([O-:10])=[O:9])[C:2]([NH2:1])=[N:3][CH:4]=1. (9) Given the reactants [NH2:1][C:2]1[CH:22]=[CH:21][C:20]([N:23]2[CH2:28][CH2:27][CH2:26][CH2:25][CH2:24]2)=[CH:19][C:3]=1[C:4]([NH:6][C:7]1[CH:8]=[N:9][C:10]([C:13]2[CH:18]=[CH:17][CH:16]=[CH:15][CH:14]=2)=[N:11][CH:12]=1)=[O:5].Cl[C:30]([C:32]1[CH:33]=[C:34]([CH:43]=[CH:44][CH:45]=1)[CH2:35][S:36][CH2:37][CH2:38][C:39]([O:41][CH3:42])=[O:40])=[O:31].N1C=CC=CC=1, predict the reaction product. The product is: [C:13]1([C:10]2[N:11]=[CH:12][C:7]([NH:6][C:4]([C:3]3[CH:19]=[C:20]([N:23]4[CH2:28][CH2:27][CH2:26][CH2:25][CH2:24]4)[CH:21]=[CH:22][C:2]=3[NH:1][C:30]([C:32]3[CH:33]=[C:34]([CH:43]=[CH:44][CH:45]=3)[CH2:35][S:36][CH2:37][CH2:38][C:39]([O:41][CH3:42])=[O:40])=[O:31])=[O:5])=[CH:8][N:9]=2)[CH:14]=[CH:15][CH:16]=[CH:17][CH:18]=1. (10) Given the reactants [CH3:1]N.[N+:3]([C:6]1[CH:7]=[C:8]([CH:12]=[CH:13][C:14]=1[N+:15]([O-])=O)[C:9]([OH:11])=[O:10])([O-:5])=[O:4], predict the reaction product. The product is: [CH3:1][NH:15][C:14]1[CH:13]=[CH:12][C:8]([C:9]([OH:11])=[O:10])=[CH:7][C:6]=1[N+:3]([O-:5])=[O:4].